This data is from Catalyst prediction with 721,799 reactions and 888 catalyst types from USPTO. The task is: Predict which catalyst facilitates the given reaction. Reactant: Cl[CH2:2][Si:3]([CH3:33])([CH3:32])[CH2:4][CH2:5][C:6]1[C:18]2[CH2:17][N:16]3[C:11](=[CH:12][C:13]4[C@:23]([CH2:25][CH3:26])([OH:24])[C:22](=[O:27])[O:21][CH2:20][C:14]=4[C:15]3=[O:19])[C:10]=2[N:9]=[C:8]2[CH:28]=[CH:29][CH:30]=[CH:31][C:7]=12.[CH2:34]([NH2:41])[C:35]1[CH:40]=[CH:39][CH:38]=[CH:37][CH:36]=1. Product: [CH2:34]([NH:41][CH2:2][Si:3]([CH3:33])([CH3:32])[CH2:4][CH2:5][C:6]1[C:18]2[CH2:17][N:16]3[C:11](=[CH:12][C:13]4[C@:23]([CH2:25][CH3:26])([OH:24])[C:22](=[O:27])[O:21][CH2:20][C:14]=4[C:15]3=[O:19])[C:10]=2[N:9]=[C:8]2[CH:28]=[CH:29][CH:30]=[CH:31][C:7]=12)[C:35]1[CH:40]=[CH:39][CH:38]=[CH:37][CH:36]=1. The catalyst class is: 10.